This data is from Acute oral toxicity (LD50) regression data from Zhu et al.. The task is: Regression/Classification. Given a drug SMILES string, predict its toxicity properties. Task type varies by dataset: regression for continuous values (e.g., LD50, hERG inhibition percentage) or binary classification for toxic/non-toxic outcomes (e.g., AMES mutagenicity, cardiotoxicity, hepatotoxicity). Dataset: ld50_zhu. (1) The compound is CCS(=O)CC(C)SP(=O)(OC)OC. The rat oral LD50 is 3.40, given as -log10 of the dose in mol/kg body weight (higher means more acutely toxic). (2) The drug is CCCCCCCCCCCCO. The rat oral LD50 is 1.16, given as -log10 of the dose in mol/kg body weight (higher means more acutely toxic). (3) The compound is CC(=O)OCCN(CCC#N)c1ccccc1. The rat oral LD50 is 2.05, given as -log10 of the dose in mol/kg body weight (higher means more acutely toxic). (4) The compound is CCOC(=O)C=C1SC(N2CCCCC2)C(=O)N1C. The rat oral LD50 is 1.44, given as -log10 of the dose in mol/kg body weight (higher means more acutely toxic). (5) The drug is CC(Cl)Cl. The rat oral LD50 is 2.13, given as -log10 of the dose in mol/kg body weight (higher means more acutely toxic). (6) The compound is ClC(Cl)=C(c1ccc(Cl)cc1)c1ccccc1Cl. The rat oral LD50 is 2.56, given as -log10 of the dose in mol/kg body weight (higher means more acutely toxic). (7) The drug is Ic1ccccc1. The rat oral LD50 is 2.06, given as -log10 of the dose in mol/kg body weight (higher means more acutely toxic). (8) The molecule is NC(=O)OCC(O)C(O)C(N)C(=O)NC(C(=O)O)C1OC(n2cc(CO)c(=O)[nH]c2=O)C(O)C1O. The rat oral LD50 is 1.54, given as -log10 of the dose in mol/kg body weight (higher means more acutely toxic).